This data is from Forward reaction prediction with 1.9M reactions from USPTO patents (1976-2016). The task is: Predict the product of the given reaction. (1) Given the reactants [CH3:1][C:2]1[CH:3]=[C:4]([CH2:25][N:26]2[CH2:29][CH:28]([C:30]([O:32]C)=[O:31])[CH2:27]2)[S:5][C:6]=1[C:7]1[N:11]=[C:10]([C:12]2[CH:17]=[CH:16][C:15]([O:18][C:19]3[CH:24]=[CH:23][CH:22]=[CH:21][CH:20]=3)=[CH:14][CH:13]=2)[O:9][N:8]=1.[OH-].[Na+], predict the reaction product. The product is: [CH3:1][C:2]1[CH:3]=[C:4]([CH2:25][N:26]2[CH2:29][CH:28]([C:30]([OH:32])=[O:31])[CH2:27]2)[S:5][C:6]=1[C:7]1[N:11]=[C:10]([C:12]2[CH:13]=[CH:14][C:15]([O:18][C:19]3[CH:24]=[CH:23][CH:22]=[CH:21][CH:20]=3)=[CH:16][CH:17]=2)[O:9][N:8]=1. (2) Given the reactants [C:1]([C:5]1[N:10]=[CH:9][C:8]([C:11]2[N:12]([C:32]([N:34]3[CH2:39][CH2:38][CH:37]([NH:40][CH2:41][C:42](O)=[O:43])[CH2:36][CH2:35]3)=[O:33])[C@@:13]([C:25]3[CH:30]=[CH:29][C:28]([Cl:31])=[CH:27][CH:26]=3)([CH3:24])[C@@:14]([C:17]3[CH:22]=[CH:21][C:20]([Cl:23])=[CH:19][CH:18]=3)([CH3:16])[N:15]=2)=[C:7]([O:45][CH2:46][CH3:47])[CH:6]=1)([CH3:4])([CH3:3])[CH3:2].[OH:48][CH:49]([CH2:52][OH:53])[CH2:50][NH2:51], predict the reaction product. The product is: [C:1]([C:5]1[N:10]=[CH:9][C:8]([C:11]2[N:12]([C:32]([N:34]3[CH2:39][CH2:38][CH:37]([NH:40][CH2:41][C:42]([NH:51][CH2:50][CH:49]([OH:48])[CH2:52][OH:53])=[O:43])[CH2:36][CH2:35]3)=[O:33])[C@@:13]([C:25]3[CH:30]=[CH:29][C:28]([Cl:31])=[CH:27][CH:26]=3)([CH3:24])[C@@:14]([C:17]3[CH:18]=[CH:19][C:20]([Cl:23])=[CH:21][CH:22]=3)([CH3:16])[N:15]=2)=[C:7]([O:45][CH2:46][CH3:47])[CH:6]=1)([CH3:4])([CH3:2])[CH3:3]. (3) Given the reactants [Cl:1][C:2]1[CH:7]=[CH:6][C:5]([N:8]([C:12]2[CH:17]=[CH:16][CH:15]=[CH:14][C:13]=2[C:18]([F:21])([F:20])[F:19])[C:9](=[O:11])[NH2:10])=[CH:4][C:3]=1C(O)=O.[NH2:25][C:26]1[CH:27]=[N:28][CH:29]=[CH:30][CH:31]=1.CS(C)=O.[CH2:36]1[CH2:40][O:39][CH2:38][CH2:37]1, predict the reaction product. The product is: [Cl:1][C:2]1([C:9](=[O:11])[NH:8][C:5]2[CH:6]=[CH:38][CH:37]=[C:36]([C:40](=[O:39])[NH:25][C:26]3[CH:27]=[N:28][CH:29]=[CH:30][CH:31]=3)[CH:4]=2)[CH:7]=[CH:6][C:5]([N:8]([C:12]2[CH:17]=[CH:16][CH:15]=[CH:14][C:13]=2[C:18]([F:20])([F:21])[F:19])[C:9](=[O:11])[NH2:10])=[CH:4][CH2:3]1. (4) Given the reactants [Br:1][C:2]1[C:11]2[C:6](=[CH:7][C:8]([S:12]([CH3:15])(=[O:14])=[O:13])=[CH:9][CH:10]=2)[CH:5]=[CH:4][C:3]=1[NH:16][C:17](=[O:23])[O:18][C:19]([CH3:22])([CH3:21])[CH3:20].[H-].[Na+].[Cl:26][CH:27]=[CH:28][CH2:29]Cl, predict the reaction product. The product is: [Br:1][C:2]1[C:11]2[C:6](=[CH:7][C:8]([S:12]([CH3:15])(=[O:14])=[O:13])=[CH:9][CH:10]=2)[CH:5]=[CH:4][C:3]=1[N:16]([CH2:29][CH:28]=[CH:27][Cl:26])[C:17](=[O:23])[O:18][C:19]([CH3:20])([CH3:22])[CH3:21]. (5) Given the reactants Cl[C:2]1[C:7]([Cl:8])=[N:6][CH:5]=[CH:4][N:3]=1.[CH3:9][C:10]1[CH:27]=[CH:26][C:13]([CH2:14][O:15][C:16]([N:18]2[CH2:23][CH2:22][CH:21]([CH2:24][NH2:25])[CH2:20][CH2:19]2)=[O:17])=[CH:12][CH:11]=1, predict the reaction product. The product is: [CH3:9][C:10]1[CH:11]=[CH:12][C:13]([CH2:14][O:15][C:16]([N:18]2[CH2:23][CH2:22][CH:21]([CH2:24][NH:25][C:2]3[C:7]([Cl:8])=[N:6][CH:5]=[CH:4][N:3]=3)[CH2:20][CH2:19]2)=[O:17])=[CH:26][CH:27]=1. (6) Given the reactants [Br:1][C:2]1[CH:3]=[C:4]([CH:9]2[C:14]([C:15]([O:17]C)=[O:16])=[C:13]([CH3:19])[NH:12][C:11]3[CH2:20][O:21][CH:22]([CH3:25])[C:23](=[O:24])[C:10]2=3)[CH:5]=[CH:6][C:7]=1[F:8].N1C=CC=CC=1.[Br-].[Br-].[Br-].[NH+]1C=CC=CC=1.[NH+]1C=CC=CC=1.[NH+]1C=CC=CC=1.Cl, predict the reaction product. The product is: [Br:1][C:2]1[CH:3]=[C:4]([C@@H:9]2[C:10]3[C:23](=[O:24])[C@@H:22]([CH3:25])[O:21][CH2:20][C:11]=3[NH:12][C:13]3[CH2:19][O:17][C:15](=[O:16])[C:14]2=3)[CH:5]=[CH:6][C:7]=1[F:8]. (7) Given the reactants [C:1]([O:5][C@@H:6]([C:12]1[C:13]([CH3:58])=[N:14][C:15]2[N:16]([N:50]=[C:51]([C:53]([O:55]CC)=[O:54])[CH:52]=2)[C:17]=1[N:18]1[CH2:23][CH2:22][C:21]([O:25][CH2:26][CH2:27][CH2:28][CH2:29][C@H:30]([O:32][Si:33]([C:46]([CH3:49])([CH3:48])[CH3:47])([C:40]2[CH:45]=[CH:44][CH:43]=[CH:42][CH:41]=2)[C:34]2[CH:39]=[CH:38][CH:37]=[CH:36][CH:35]=2)[CH3:31])([CH3:24])[CH2:20][CH2:19]1)[C:7]([O:9][CH2:10][CH3:11])=[O:8])([CH3:4])([CH3:3])[CH3:2].[OH-].[Na+], predict the reaction product. The product is: [C:1]([O:5][C@@H:6]([C:12]1[C:13]([CH3:58])=[N:14][C:15]2[N:16]([N:50]=[C:51]([C:53]([OH:55])=[O:54])[CH:52]=2)[C:17]=1[N:18]1[CH2:19][CH2:20][C:21]([O:25][CH2:26][CH2:27][CH2:28][CH2:29][C@H:30]([O:32][Si:33]([C:46]([CH3:48])([CH3:47])[CH3:49])([C:34]2[CH:35]=[CH:36][CH:37]=[CH:38][CH:39]=2)[C:40]2[CH:41]=[CH:42][CH:43]=[CH:44][CH:45]=2)[CH3:31])([CH3:24])[CH2:22][CH2:23]1)[C:7]([O:9][CH2:10][CH3:11])=[O:8])([CH3:2])([CH3:3])[CH3:4].